From a dataset of Reaction yield outcomes from USPTO patents with 853,638 reactions. Predict the reaction yield, written as a fraction of the theoretical maximum amount of product (1.0 means a 100% yield; for example, 0.34 means a 34% yield). (1) The reactants are [Cl:1][C:2]1[CH:29]=[C:28]([Cl:30])[CH:27]=[CH:26][C:3]=1[C:4]([NH:6][C@H:7]([C:9]1([C:20]2[CH:25]=[CH:24][CH:23]=[CH:22][N:21]=2)[CH2:12][N:11](C(OC(C)(C)C)=O)[CH2:10]1)[CH3:8])=[O:5].Cl. The catalyst is O1CCOCC1. The product is [ClH:1].[Cl:1][C:2]1[CH:29]=[C:28]([Cl:30])[CH:27]=[CH:26][C:3]=1[C:4]([NH:6][C@H:7]([C:9]1([C:20]2[CH:25]=[CH:24][CH:23]=[CH:22][N:21]=2)[CH2:12][NH:11][CH2:10]1)[CH3:8])=[O:5]. The yield is 0.860. (2) The reactants are [C-:1]#[N:2].[Na+].[NH2:4][C:5]1[CH:13]=[CH:12][C:8]([C:9]([OH:11])=[O:10])=[CH:7][CH:6]=1.[C:14]1(=O)[CH2:17][CH2:16][CH2:15]1. The catalyst is C(O)(=O)C. The product is [C:1]([C:14]1([NH:4][C:5]2[CH:13]=[CH:12][C:8]([C:9]([OH:11])=[O:10])=[CH:7][CH:6]=2)[CH2:17][CH2:16][CH2:15]1)#[N:2]. The yield is 0.990. (3) The reactants are [CH3:1][O:2][C:3]1[CH:11]=[CH:10][CH:9]=[C:8]2[C:4]=1[C:5]([NH2:12])=[N:6][NH:7]2.C(N(CC)CC)C.[C:20](O[C:20]([O:22][C:23]([CH3:26])([CH3:25])[CH3:24])=[O:21])([O:22][C:23]([CH3:26])([CH3:25])[CH3:24])=[O:21]. The catalyst is CN(C1C=CN=CC=1)C.C(Cl)Cl.[Cl-].[Na+].O. The product is [NH2:12][C:5]1[C:4]2[C:8](=[CH:9][CH:10]=[CH:11][C:3]=2[O:2][CH3:1])[N:7]([C:20]([O:22][C:23]([CH3:26])([CH3:25])[CH3:24])=[O:21])[N:6]=1. The yield is 0.670. (4) The reactants are Cl.[C:2]1(=[O:12])[C:6]2([CH2:11][CH2:10][NH:9][CH2:8][CH2:7]2)[CH2:5][CH2:4][NH:3]1.C(N(CC)CC)C.[F:20][C:21]([F:33])([F:32])[C:22]1[CH:27]=[CH:26][C:25]([S:28](Cl)(=[O:30])=[O:29])=[CH:24][CH:23]=1. The catalyst is ClCCl. The product is [F:33][C:21]([F:20])([F:32])[C:22]1[CH:23]=[CH:24][C:25]([S:28]([N:9]2[CH2:10][CH2:11][C:6]3([C:2](=[O:12])[NH:3][CH2:4][CH2:5]3)[CH2:7][CH2:8]2)(=[O:30])=[O:29])=[CH:26][CH:27]=1. The yield is 0.990. (5) The reactants are [CH3:1][N:2]([CH3:6])[CH2:3][CH2:4][NH2:5].Cl[C:8]1[N:9]=[N+:10]([O-:19])[C:11]2[CH:17]=[C:16]([CH3:18])[CH:15]=[CH:14][C:12]=2[N:13]=1. The catalyst is COCCOC. The product is [CH3:18][C:16]1[CH:15]=[CH:14][C:12]2[N:13]=[C:8]([NH:5][CH2:4][CH2:3][N:2]([CH3:6])[CH3:1])[N:9]=[N+:10]([O-:19])[C:11]=2[CH:17]=1. The yield is 0.880. (6) The reactants are [NH2:1][C:2]1[S:3][C:4]2[CH2:10][CH2:9][CH2:8][CH2:7][C:5]=2[N:6]=1.[Br:11][CH2:12][CH:13]1[CH2:15][CH2:14]1. The catalyst is C(O)C. The product is [BrH:11].[CH:13]1([CH2:12][N:6]2[C:5]3[CH2:7][CH2:8][CH2:9][CH2:10][C:4]=3[S:3][C:2]2=[NH:1])[CH2:15][CH2:14]1. The yield is 0.610. (7) The reactants are [OH-].[Na+].[CH3:3][C:4]1[C:17]([CH3:18])=[CH:16][C:15]([CH3:19])=[CH:14][C:5]=1[O:6][C:7]([CH3:13])([CH3:12])[C:8]([O:10]C)=[O:9]. The catalyst is CO. The product is [CH3:3][C:4]1[C:17]([CH3:18])=[CH:16][C:15]([CH3:19])=[CH:14][C:5]=1[O:6][C:7]([CH3:13])([CH3:12])[C:8]([OH:10])=[O:9]. The yield is 0.750. (8) The reactants are [OH:1][C:2]1[CH:9]=[CH:8][C:5]([CH:6]=[O:7])=[CH:4][CH:3]=1.[C:10](OC(=O)C)(=[O:12])[CH3:11]. The catalyst is N1C=CC=CC=1. The product is [C:10]([O:1][C:2]1[CH:9]=[CH:8][C:5]([CH:6]=[O:7])=[CH:4][CH:3]=1)(=[O:12])[CH3:11]. The yield is 0.930. (9) The reactants are C(OC([N:8]([CH2:28][C:29]1[CH:34]=[CH:33][CH:32]=[CH:31][N:30]=1)[CH2:9][C:10]1[CH:15]=[CH:14][C:13]([CH2:16][NH:17][CH:18]2[C:27]3[N:26]=[CH:25][CH:24]=[CH:23][C:22]=3[CH2:21][CH2:20][CH2:19]2)=[CH:12][CH:11]=1)=O)(C)(C)C.C([N:38](CC)[CH:39]([CH3:41])[CH3:40])(C)C.[OH2:44].[OH:45]N1C2C=CC=CC=2N=N1.Cl.C[N:57]([CH3:66])CCCN=C=NCC. The catalyst is ClCCCl. The product is [N:30]1[CH:31]=[CH:32][CH:33]=[CH:34][C:29]=1[CH2:28][NH:8][CH2:9][C:10]1[CH:15]=[CH:14][C:13]([CH2:16][N:17]([CH:18]2[C:27]3[N:26]=[CH:25][CH:24]=[CH:23][C:22]=3[CH2:21][CH2:20][CH2:19]2)[C:40](=[O:45])[C@H:39]([CH2:41][C:66]([NH2:57])=[O:44])[NH2:38])=[CH:12][CH:11]=1. The yield is 0.230.